From a dataset of Catalyst prediction with 721,799 reactions and 888 catalyst types from USPTO. Predict which catalyst facilitates the given reaction. (1) Reactant: [S:1]1[CH:5]=[C:4]([CH:6]=[O:7])[N:3]=[CH:2]1.[C:8]1([Mg]Br)[CH:13]=[CH:12][CH:11]=[CH:10][CH:9]=1. Product: [C:8]1([CH:6]([C:4]2[N:3]=[CH:2][S:1][CH:5]=2)[OH:7])[CH:13]=[CH:12][CH:11]=[CH:10][CH:9]=1. The catalyst class is: 1. (2) Reactant: Cl.[N:2]1([C:8]2[CH:13]=[CH:12][C:11]([NH:14][C:15]([C:17]3[N:18]=[C:19]([C:26]4[CH:31]=[CH:30][CH:29]=[CH:28][CH:27]=4)[O:20][C:21]=3[C:22]([F:25])([F:24])[F:23])=[O:16])=[CH:10][CH:9]=2)[CH2:7][CH2:6][NH:5][CH2:4][CH2:3]1.[C:32]12([C:45](O)=[O:46])[CH2:41][CH:36]3[CH2:37][CH:38]([CH2:40][C:34]([C:42]([OH:44])=[O:43])([CH2:35]3)[CH2:33]1)[CH2:39]2.C(N(CC)CC)C.F[P-](F)(F)(F)(F)F.N1(O[P+](N(C)C)(N(C)C)N(C)C)C2C=CC=CC=2N=N1. Product: [C:26]1([C:19]2[O:20][C:21]([C:22]([F:23])([F:25])[F:24])=[C:17]([C:15]([NH:14][C:11]3[CH:12]=[CH:13][C:8]([N:2]4[CH2:7][CH2:6][N:5]([C:45]([C:32]56[CH2:41][CH:36]7[CH2:37][CH:38]([CH2:40][C:34]([C:42]([OH:44])=[O:43])([CH2:35]7)[CH2:33]5)[CH2:39]6)=[O:46])[CH2:4][CH2:3]4)=[CH:9][CH:10]=3)=[O:16])[N:18]=2)[CH:31]=[CH:30][CH:29]=[CH:28][CH:27]=1. The catalyst class is: 39.